Dataset: Reaction yield outcomes from USPTO patents with 853,638 reactions. Task: Predict the reaction yield, written as a fraction of the theoretical maximum amount of product (1.0 means a 100% yield; for example, 0.34 means a 34% yield). The reactants are [CH3:1][N:2]1[CH:6]=[C:5]([N+:7]([O-:9])=[O:8])[CH:4]=[C:3]1[C:10]([O:12]C)=[O:11].[OH-].[Na+]. The catalyst is C1COCC1.O.O. The product is [CH3:1][N:2]1[CH:6]=[C:5]([N+:7]([O-:9])=[O:8])[CH:4]=[C:3]1[C:10]([OH:12])=[O:11]. The yield is 0.880.